This data is from Reaction yield outcomes from USPTO patents with 853,638 reactions. The task is: Predict the reaction yield, written as a fraction of the theoretical maximum amount of product (1.0 means a 100% yield; for example, 0.34 means a 34% yield). (1) The reactants are [N:1]1[CH:6]=[CH:5][C:4]([C:7]([OH:9])=O)=[CH:3][CH:2]=1.C(N1C=CN=C1)(N1C=CN=C1)=O.[Mg+].[C:23]([O:29][CH2:30][CH3:31])(=[O:28])[CH2:24]C([O-])=O.C(O)(=O)CC(CC(O)=O)(C(O)=O)O. The catalyst is O1CCCC1.O.C(OCC)(=O)C. The product is [O:9]=[C:7]([C:4]1[CH:3]=[CH:2][N:1]=[CH:6][CH:5]=1)[CH2:24][C:23]([O:29][CH2:30][CH3:31])=[O:28]. The yield is 0.170. (2) The reactants are [CH2:1]([O:8][C:9]1[N:14]=[C:13]([O:15][CH2:16][C:17]2[CH:22]=[CH:21][CH:20]=[CH:19][CH:18]=2)[C:12]([CH2:23][CH3:24])=[C:11](Cl)[N:10]=1)[C:2]1[CH:7]=[CH:6][CH:5]=[CH:4][CH:3]=1.[C:26]([CH2:28][C:29]1[CH:30]=[C:31]([CH:34]=[C:35]([CH3:37])[CH:36]=1)[C:32]#[N:33])#[N:27].[H-].[Na+].[Cl-].[NH4+]. The catalyst is CN(C=O)C. The product is [CH2:1]([O:8][C:9]1[N:10]=[C:11]([CH:28]([C:26]#[N:27])[C:29]2[CH:30]=[C:31]([CH:34]=[C:35]([CH3:37])[CH:36]=2)[C:32]#[N:33])[C:12]([CH2:23][CH3:24])=[C:13]([O:15][CH2:16][C:17]2[CH:22]=[CH:21][CH:20]=[CH:19][CH:18]=2)[N:14]=1)[C:2]1[CH:7]=[CH:6][CH:5]=[CH:4][CH:3]=1. The yield is 0.820. (3) The reactants are [Si]([O:8][C:9]1[CH:17]=[C:16]2[C:12]([C:13]([C:18](=[O:35])[CH:19]([NH:26][C:27]3[CH:32]=[CH:31][CH:30]=[C:29]([O:33][CH3:34])[CH:28]=3)[C:20]3[CH:25]=[CH:24][CH:23]=[CH:22][CH:21]=3)=[CH:14][NH:15]2)=[CH:11][CH:10]=1)(C(C)(C)C)(C)C.[F-].[Cs+]. The catalyst is CN(C=O)C. The product is [OH:8][C:9]1[CH:17]=[C:16]2[C:12]([C:13]([C:18](=[O:35])[CH:19]([NH:26][C:27]3[CH:32]=[CH:31][CH:30]=[C:29]([O:33][CH3:34])[CH:28]=3)[C:20]3[CH:21]=[CH:22][CH:23]=[CH:24][CH:25]=3)=[CH:14][NH:15]2)=[CH:11][CH:10]=1. The yield is 0.130. (4) The reactants are [Br:1][C:2]1[CH:3]=[C:4]([C:8]([O:10][CH3:11])=[O:9])[O:5][C:6]=1Br.Cl[Zn][CH3:14]. The catalyst is C1COCC1.Cl[Pd](Cl)([P](C1C=CC=CC=1)(C1C=CC=CC=1)C1C=CC=CC=1)[P](C1C=CC=CC=1)(C1C=CC=CC=1)C1C=CC=CC=1. The product is [Br:1][C:2]1[CH:3]=[C:4]([C:8]([O:10][CH3:11])=[O:9])[O:5][C:6]=1[CH3:14]. The yield is 0.720. (5) The catalyst is CO. The yield is 0.910. The product is [Br:1][C:2]1[S:3][C:4]([CH2:8][OH:9])=[C:5]([Br:7])[N:6]=1. The reactants are [Br:1][C:2]1[S:3][C:4]([CH:8]=[O:9])=[C:5]([Br:7])[N:6]=1.[BH4-].[Na+]. (6) The reactants are [NH2:1][C:2]1[C:7](/[CH:8]=[C:9](\[NH:14][C:15]([O:17][C:18]([CH3:21])([CH3:20])[CH3:19])=[O:16])/[C:10](OC)=[O:11])=[CH:6][CH:5]=[CH:4][N:3]=1.[H][H]. The catalyst is C(O)C.[Pd]. The product is [C:18]([O:17][C:15](=[O:16])[NH:14][CH:9]1[CH2:8][C:7]2[C:2](=[N:3][CH:4]=[CH:5][CH:6]=2)[NH:1][C:10]1=[O:11])([CH3:21])([CH3:20])[CH3:19]. The yield is 0.460. (7) The reactants are [NH2:1][C:2]1[N:7]=[C:6]([NH:8][C:9]2[CH:14]=[CH:13][C:12]([NH:15][C:16]([C:18]3[CH:23]=[CH:22][C:21]([N+:24]([O-])=O)=[CH:20][N:19]=3)=[O:17])=[CH:11][CH:10]=2)[CH:5]=[C:4]([CH3:27])[N:3]=1. The catalyst is [Pd].CO.C1COCC1. The product is [NH2:24][C:21]1[CH:22]=[CH:23][C:18]([C:16]([NH:15][C:12]2[CH:11]=[CH:10][C:9]([NH:8][C:6]3[CH:5]=[C:4]([CH3:27])[N:3]=[C:2]([NH2:1])[N:7]=3)=[CH:14][CH:13]=2)=[O:17])=[N:19][CH:20]=1. The yield is 0.960. (8) The reactants are COC1C=C(OC)C=CC=1C[C:6]1[C:7]([F:35])=[C:8]([S:25]([NH:28][C:29]2[CH:34]=[CH:33][N:32]=[CH:31][N:30]=2)(=[O:27])=[O:26])[CH:9]=[C:10]([F:24])[C:11]=1[O:12][C@H:13]1[CH2:17][CH2:16][CH2:15][C@@H:14]1[C:18]1[N:22]([CH3:23])[N:21]=[CH:20][CH:19]=1.C([SiH](CC)CC)C.FC(F)(F)C(O)=O. The catalyst is ClCCl. The product is [F:35][C:7]1[CH:6]=[C:11]([O:12][C@H:13]2[CH2:17][CH2:16][CH2:15][C@@H:14]2[C:18]2[N:22]([CH3:23])[N:21]=[CH:20][CH:19]=2)[C:10]([F:24])=[CH:9][C:8]=1[S:25]([NH:28][C:29]1[CH:34]=[CH:33][N:32]=[CH:31][N:30]=1)(=[O:26])=[O:27]. The yield is 0.790. (9) The reactants are C[O:2][C:3]([C:5]1[CH:19]=[CH:18][C:8]2[N:9]([CH2:12][CH2:13][S:14]([CH3:17])(=[O:16])=[O:15])[CH:10]=[N:11][C:7]=2[CH:6]=1)=[O:4].[Li+].[OH-].O. The catalyst is CO. The product is [CH3:17][S:14]([CH2:13][CH2:12][N:9]1[C:8]2[CH:18]=[CH:19][C:5]([C:3]([OH:4])=[O:2])=[CH:6][C:7]=2[N:11]=[CH:10]1)(=[O:15])=[O:16]. The yield is 0.900. (10) The reactants are [OH:1][CH2:2][CH2:3][N:4]([CH:22]([CH3:24])[CH3:23])[C:5]([C:7]1[S:8][C:9]2[CH2:10][CH2:11][O:12][C:13]3[CH:20]=[CH:19][C:18](Br)=[CH:17][C:14]=3[C:15]=2[N:16]=1)=[O:6].[CH3:25][O:26][C:27]1[C:32](B(O)O)=[CH:31][CH:30]=[CH:29][N:28]=1. No catalyst specified. The product is [OH:1][CH2:2][CH2:3][N:4]([CH:22]([CH3:24])[CH3:23])[C:5]([C:7]1[S:8][C:9]2[CH2:10][CH2:11][O:12][C:13]3[CH:20]=[CH:19][C:18]([C:32]4[C:27]([O:26][CH3:25])=[N:28][CH:29]=[CH:30][CH:31]=4)=[CH:17][C:14]=3[C:15]=2[N:16]=1)=[O:6]. The yield is 0.0700.